Dataset: Reaction yield outcomes from USPTO patents with 853,638 reactions. Task: Predict the reaction yield, written as a fraction of the theoretical maximum amount of product (1.0 means a 100% yield; for example, 0.34 means a 34% yield). (1) The reactants are [F:1][C:2]1[CH:3]=[CH:4][C:5]2[N:6]([CH:8]=[C:9]([C:11]([OH:13])=O)[N:10]=2)[CH:7]=1.C(N(CC)C(C)C)(C)C.[NH2:23][C@@H:24]1[CH2:29][CH2:28][C@H:27]([NH:30][C:31](=[O:55])[C:32]2[CH:37]=[C:36]([F:38])[CH:35]=[N:34][C:33]=2[NH:39][C:40]2[CH:45]=[CH:44][CH:43]=[C:42]([O:46][CH2:47][CH2:48][N:49]3[CH2:54][CH2:53][O:52][CH2:51][CH2:50]3)[CH:41]=2)[CH2:26][CH2:25]1. The catalyst is CN(C)C=O. The product is [F:1][C:2]1[CH:3]=[CH:4][C:5]2[N:6]([CH:8]=[C:9]([C:11]([NH:23][C@H:24]3[CH2:25][CH2:26][C@@H:27]([NH:30][C:31]([C:32]4[C:33]([NH:39][C:40]5[CH:45]=[CH:44][CH:43]=[C:42]([O:46][CH2:47][CH2:48][N:49]6[CH2:50][CH2:51][O:52][CH2:53][CH2:54]6)[CH:41]=5)=[N:34][CH:35]=[C:36]([F:38])[CH:37]=4)=[O:55])[CH2:28][CH2:29]3)=[O:13])[N:10]=2)[CH:7]=1. The yield is 0.470. (2) The reactants are C([O:8][C:9]1[CH:10]=[CH:11][C:12]([CH2:16][N:17]2[C:25]3[C:20](=[C:21]([N+:26]([O-])=O)[CH:22]=[CH:23][CH:24]=3)[C:19]([CH:29]3[CH2:31][CH2:30]3)=[N:18]2)=[N:13][C:14]=1[CH3:15])C1C=CC=CC=1. The catalyst is CCO.[Pd]. The product is [NH2:26][C:21]1[CH:22]=[CH:23][CH:24]=[C:25]2[C:20]=1[C:19]([CH:29]1[CH2:31][CH2:30]1)=[N:18][N:17]2[CH2:16][C:12]1[N:13]=[C:14]([CH3:15])[C:9]([OH:8])=[CH:10][CH:11]=1. The yield is 0.860. (3) The reactants are [CH3:1][C:2]1[N:3]([S:9]([C:12]2[CH:17]=[CH:16][CH:15]=[CH:14][CH:13]=2)(=[O:11])=[O:10])[CH:4]=[CH:5][C:6]=1[CH2:7][OH:8].CS(C)=O.S(=O)(=O)=O.C(=O)([O-])O.[Na+]. The catalyst is C(N(CC)CC)C. The product is [CH3:1][C:2]1[N:3]([S:9]([C:12]2[CH:17]=[CH:16][CH:15]=[CH:14][CH:13]=2)(=[O:10])=[O:11])[CH:4]=[CH:5][C:6]=1[CH:7]=[O:8]. The yield is 0.840. (4) The reactants are CS(O[CH2:6][CH2:7][N:8]1[C:16]2[CH2:15][CH2:14][C:13]3[C:17]4[C:23]([NH:24][C:25]5[CH:30]=[CH:29][C:28]([O:31][CH2:32][C:33]6[CH:38]=[CH:37][CH:36]=[C:35]([F:39])[CH:34]=6)=[C:27]([Cl:40])[CH:26]=5)=[N:22][CH:21]=[N:20][C:18]=4[S:19][C:12]=3[C:11]=2[CH:10]=[N:9]1)(=O)=O.[NH:41]1[CH2:46][CH2:45][O:44][CH2:43][CH2:42]1.C(N(C(C)C)CC)(C)C. The catalyst is CC#N. The product is [Cl:40][C:27]1[CH:26]=[C:25]([NH:24][C:23]2[N:22]=[CH:21][N:20]=[C:18]3[S:19][C:12]4[C:11]5[CH:10]=[N:9][N:8]([CH2:7][CH2:6][N:41]6[CH2:46][CH2:45][O:44][CH2:43][CH2:42]6)[C:16]=5[CH2:15][CH2:14][C:13]=4[C:17]=23)[CH:30]=[CH:29][C:28]=1[O:31][CH2:32][C:33]1[CH:38]=[CH:37][CH:36]=[C:35]([F:39])[CH:34]=1. The yield is 0.540. (5) The reactants are Br[C:2]1[C:3]([C:10]2[CH:18]=[CH:17][C:13]([N:14]([CH3:16])[CH3:15])=[CH:12][CH:11]=2)=[N:4][C:5]([O:8][CH3:9])=[CH:6][CH:7]=1.[Cl:19][C:20]1[CH:25]=[CH:24][C:23]([N:26]2[CH2:31][CH2:30][NH:29][CH2:28][CH2:27]2)=[CH:22][CH:21]=1.CC1(C)C2C(=C(P(C3C=CC=CC=3)C3C=CC=CC=3)C=CC=2)OC2C(P(C3C=CC=CC=3)C3C=CC=CC=3)=CC=CC1=2.CC(C)([O-])C.[Na+]. The catalyst is C1C=CC(/C=C/C(/C=C/C2C=CC=CC=2)=O)=CC=1.C1C=CC(/C=C/C(/C=C/C2C=CC=CC=2)=O)=CC=1.C1C=CC(/C=C/C(/C=C/C2C=CC=CC=2)=O)=CC=1.[Pd].[Pd].C1(C)C=CC=CC=1. The product is [Cl:19][C:20]1[CH:21]=[CH:22][C:23]([N:26]2[CH2:31][CH2:30][N:29]([C:2]3[C:3]([C:10]4[CH:18]=[CH:17][C:13]([N:14]([CH3:16])[CH3:15])=[CH:12][CH:11]=4)=[N:4][C:5]([O:8][CH3:9])=[CH:6][CH:7]=3)[CH2:28][CH2:27]2)=[CH:24][CH:25]=1. The yield is 0.350. (6) The reactants are [CH:1]1([C:5]2[CH:10]=[C:9]([O:11]CC3C=CC=CC=3)[CH:8]=[CH:7][C:6]=2[C:19]2[CH:24]=[CH:23][CH:22]=[C:21]([N:25]3C(C)=CC=C3C)[N:20]=2)[CH2:4][CH2:3][CH2:2]1.NO.Cl. The catalyst is CCO. The product is [NH2:25][C:21]1[N:20]=[C:19]([C:6]2[CH:7]=[CH:8][C:9]([OH:11])=[CH:10][C:5]=2[CH:1]2[CH2:4][CH2:3][CH2:2]2)[CH:24]=[CH:23][CH:22]=1. The yield is 0.610. (7) The reactants are C([O:5][C:6](=[O:35])[NH:7][C:8]1[CH:13]=[C:12]([NH:14][C:15]2[C:20]3=[CH:21][N:22]([C:24]4[C:29]([C:30]#[N:31])=[CH:28][C:27]([NH2:32])=[CH:26][C:25]=4[Cl:33])[N:23]=[C:19]3[C:18]([F:34])=[CH:17][N:16]=2)[N:11]=[CH:10][N:9]=1)(C)(C)C.Cl. No catalyst specified. The product is [CH:6]([OH:35])=[O:5].[NH2:32][C:27]1[CH:26]=[C:25]([Cl:33])[C:24]([N:22]2[CH:21]=[C:20]3[C:15]([NH:14][C:12]4[CH:13]=[C:8]([NH2:7])[N:9]=[CH:10][N:11]=4)=[N:16][CH:17]=[C:18]([F:34])[C:19]3=[N:23]2)=[C:29]([CH:28]=1)[C:30]#[N:31]. The yield is 0.590.